This data is from NCI-60 drug combinations with 297,098 pairs across 59 cell lines. The task is: Regression. Given two drug SMILES strings and cell line genomic features, predict the synergy score measuring deviation from expected non-interaction effect. Drug 1: CCCCCOC(=O)NC1=NC(=O)N(C=C1F)C2C(C(C(O2)C)O)O. Drug 2: CC1C(C(CC(O1)OC2CC(CC3=C2C(=C4C(=C3O)C(=O)C5=CC=CC=C5C4=O)O)(C(=O)C)O)N)O. Cell line: HT29. Synergy scores: CSS=30.6, Synergy_ZIP=2.37, Synergy_Bliss=1.92, Synergy_Loewe=-42.0, Synergy_HSA=-0.395.